This data is from Reaction yield outcomes from USPTO patents with 853,638 reactions. The task is: Predict the reaction yield, written as a fraction of the theoretical maximum amount of product (1.0 means a 100% yield; for example, 0.34 means a 34% yield). The reactants are [NH2:1][C:2]1[CH:3]=[C:4]2[C:8](=[CH:9][CH:10]=1)[C:7](=[O:11])[CH2:6][CH2:5]2.N1C=CC=CC=1.[CH3:18][S:19](Cl)(=[O:21])=[O:20]. The catalyst is ClCCl.O1CCCC1.C(OCC)(=O)C. The product is [O:11]=[C:7]1[C:8]2[C:4](=[CH:3][C:2]([NH:1][S:19]([CH3:18])(=[O:21])=[O:20])=[CH:10][CH:9]=2)[CH2:5][CH2:6]1. The yield is 0.420.